This data is from Reaction yield outcomes from USPTO patents with 853,638 reactions. The task is: Predict the reaction yield, written as a fraction of the theoretical maximum amount of product (1.0 means a 100% yield; for example, 0.34 means a 34% yield). (1) The reactants are [CH2:1](Br)[C:2]1[CH:7]=[CH:6][CH:5]=[CH:4][CH:3]=1.[Cl:9][C:10]1[CH:11]=[CH:12][N:13]2[C:18]=1[C:17](=[O:19])[NH:16][C:15]([CH3:20])=[N:14]2.C([O-])([O-])=O.[Cs+].[Cs+]. The catalyst is O1CCOCC1. The product is [CH2:1]([N:16]1[C:17](=[O:19])[C:18]2=[C:10]([Cl:9])[CH:11]=[CH:12][N:13]2[N:14]=[C:15]1[CH3:20])[C:2]1[CH:7]=[CH:6][CH:5]=[CH:4][CH:3]=1. The yield is 0.940. (2) The product is [N+:12]([C:10]1[CH:9]=[CH:8][C:3]([C:4]([OH:6])=[O:5])=[C:2]2[C:11]=1[CH:16]=[C:15]([C:18]1[CH:23]=[CH:22][CH:21]=[CH:20][CH:19]=1)[NH:1]2)([O-:14])=[O:13]. The catalyst is CS(C)=O. The reactants are [NH2:1][C:2]1[CH:11]=[C:10]([N+:12]([O-:14])=[O:13])[CH:9]=[CH:8][C:3]=1[C:4]([O:6]C)=[O:5].[C:15]([C:18]1[CH:23]=[CH:22][CH:21]=[CH:20][CH:19]=1)(=O)[CH3:16].CC([O-])(C)C.[K+]. The yield is 0.900. (3) The reactants are [C:1]([C:5]1[NH:6][C:7]2[CH:8]=[CH:9][C:10]([N+:16]([O-])=O)=[C:11]([C:14]#[N:15])[C:12]=2[CH:13]=1)([CH3:4])([CH3:3])[CH3:2]. The catalyst is CCOC(C)=O.[Ni]. The product is [NH2:16][C:10]1[CH:9]=[CH:8][C:7]2[NH:6][C:5]([C:1]([CH3:2])([CH3:4])[CH3:3])=[CH:13][C:12]=2[C:11]=1[C:14]#[N:15]. The yield is 0.510.